This data is from Catalyst prediction with 721,799 reactions and 888 catalyst types from USPTO. The task is: Predict which catalyst facilitates the given reaction. (1) The catalyst class is: 35. Product: [CH3:24][O:23][CH2:22][CH2:21][O:20][C:5]1[C:6]([C:7](=[O:8])[NH:9][CH2:10][CH2:11][CH2:12][N:13]2[CH2:17][CH2:16][CH2:15][C:14]2=[O:18])=[CH:19][C:2]([NH:1][C:46]([C:44]2[N:45]=[C:41]([CH:38]3[CH2:40][CH2:39]3)[O:42][CH:43]=2)=[O:47])=[C:3]([N:25]2[CH2:26][CH2:27][N:28]([C:31]3[CH:36]=[CH:35][CH:34]=[CH:33][C:32]=3[CH3:37])[CH2:29][CH2:30]2)[CH:4]=1. Reactant: [NH2:1][C:2]1[C:3]([N:25]2[CH2:30][CH2:29][N:28]([C:31]3[CH:36]=[CH:35][CH:34]=[CH:33][C:32]=3[CH3:37])[CH2:27][CH2:26]2)=[CH:4][C:5]([O:20][CH2:21][CH2:22][O:23][CH3:24])=[C:6]([CH:19]=1)[C:7]([NH:9][CH2:10][CH2:11][CH2:12][N:13]1[CH2:17][CH2:16][CH2:15][C:14]1=[O:18])=[O:8].[CH:38]1([C:41]2[O:42][CH:43]=[C:44]([C:46](O)=[O:47])[N:45]=2)[CH2:40][CH2:39]1.C(N(CC)C(C)C)(C)C.CN(C(ON1N=NC2C=CC=NC1=2)=[N+](C)C)C.F[P-](F)(F)(F)(F)F. (2) Reactant: [C:1](=[O:4])([O-])[OH:2].[Na+].Cl.NO.[Cl:9][C:10]1[CH:15]=[CH:14][C:13]([C@@H:16]2[O:22][CH2:21][CH2:20][N:19]([C:23]([O:25][C:26]([CH3:29])([CH3:28])[CH3:27])=[O:24])[CH2:18][C@H:17]2[CH2:30][N:31]2[CH:36]=[CH:35][CH:34]=[C:33]([C:37]#[N:38])[C:32]2=[O:39])=[CH:12][C:11]=1[F:40].C1(C2CCCCCCCCCC=2)CCCCCCCCN[N:42]=1.C(N1C=CN=C1)(N1C=CN=C1)=O. Product: [Cl:9][C:10]1[CH:15]=[CH:14][C:13]([C@@H:16]2[O:22][CH2:21][CH2:20][N:19]([C:23]([O:25][C:26]([CH3:27])([CH3:28])[CH3:29])=[O:24])[CH2:18][C@H:17]2[CH2:30][N:31]2[CH:36]=[CH:35][CH:34]=[C:33]([C:37]3[NH:42][C:1](=[O:4])[O:2][N:38]=3)[C:32]2=[O:39])=[CH:12][C:11]=1[F:40]. The catalyst class is: 58.